From a dataset of Forward reaction prediction with 1.9M reactions from USPTO patents (1976-2016). Predict the product of the given reaction. Given the reactants [CH3:1][C@@H:2]1[O:7][C@H:6]([CH3:8])[CH2:5][N:4]([C:9]2[C:16]([F:17])=[CH:15][C:14]([C:18]#[CH:19])=[CH:13][C:10]=2[CH:11]=[O:12])[CH2:3]1.Br[C:21]1[S:22][CH:23]=[CH:24][CH:25]=1, predict the reaction product. The product is: [CH3:1][C@H:2]1[O:7][C@@H:6]([CH3:8])[CH2:5][N:4]([C:9]2[C:16]([F:17])=[CH:15][C:14]([C:18]#[C:19][C:21]3[S:22][CH:23]=[CH:24][CH:25]=3)=[CH:13][C:10]=2[CH:11]=[O:12])[CH2:3]1.